Dataset: Catalyst prediction with 721,799 reactions and 888 catalyst types from USPTO. Task: Predict which catalyst facilitates the given reaction. (1) Reactant: [Br:1][C:2]1[S:3][C:4]([NH:15][C:16]([C:18]2[CH:19]=[N:20][N:21]3[CH:26]=[CH:25][CH:24]=[N:23][C:22]=23)=[O:17])=[C:5]([C:7]2[CH:12]=[C:11]([Cl:13])[CH:10]=[CH:9][C:8]=2[OH:14])[N:6]=1.C(=O)([O-])[O-].[Cs+].[Cs+].Cl[C:34]([F:39])([F:38])C([O-])=O.[Na+]. Product: [Br:1][C:2]1[S:3][C:4]([NH:15][C:16]([C:18]2[CH:19]=[N:20][N:21]3[CH:26]=[CH:25][CH:24]=[N:23][C:22]=23)=[O:17])=[C:5]([C:7]2[CH:12]=[C:11]([Cl:13])[CH:10]=[CH:9][C:8]=2[O:14][CH:34]([F:39])[F:38])[N:6]=1. The catalyst class is: 18. (2) Reactant: [N:1]1[CH:6]=[CH:5][CH:4]=[CH:3][C:2]=1[NH:7][CH2:8][CH2:9][CH2:10][O:11][C:12]1[CH:13]=[CH:14][C:15]2[CH2:21][C@H:20]([CH2:22][C:23]([O:25]CC)=[O:24])[C:19]3[CH:28]=[CH:29][CH:30]=[CH:31][C:18]=3[CH2:17][C:16]=2[CH:32]=1.[OH-].[Na+]. Product: [N:1]1[CH:6]=[CH:5][CH:4]=[CH:3][C:2]=1[NH:7][CH2:8][CH2:9][CH2:10][O:11][C:12]1[CH:13]=[CH:14][C:15]2[CH2:21][C@H:20]([CH2:22][C:23]([OH:25])=[O:24])[C:19]3[CH:28]=[CH:29][CH:30]=[CH:31][C:18]=3[CH2:17][C:16]=2[CH:32]=1. The catalyst class is: 14. (3) Reactant: [NH2:1][C:2]1[C:3]([C:14]2[CH:26]=[CH:25][C:17]([C:18]([O:20][C:21]([CH3:24])([CH3:23])[CH3:22])=[O:19])=[C:16]([F:27])[CH:15]=2)=[N:4][C:5]([C:8]2[CH2:12][CH2:11][C:10](=[O:13])[CH:9]=2)=[CH:6][N:7]=1.C(Cl)Cl. Product: [NH2:1][C:2]1[C:3]([C:14]2[CH:26]=[CH:25][C:17]([C:18]([O:20][C:21]([CH3:24])([CH3:22])[CH3:23])=[O:19])=[C:16]([F:27])[CH:15]=2)=[N:4][C:5]([CH:8]2[CH2:12][CH2:11][C:10](=[O:13])[CH2:9]2)=[CH:6][N:7]=1. The catalyst class is: 5. (4) Reactant: [C:1]([O:5][C:6](=[O:14])[C:7]([C:12]#[N:13])=[C:8]([OH:11])[CH2:9]Cl)([CH3:4])([CH3:3])[CH3:2].[C:15]([N:17]=[C:18]([S-:21])[S:19][CH3:20])#[N:16].[K+]. Product: [C:1]([O:5][C:6](=[O:14])[CH:7]([C:12]#[N:13])[C:8]([C:9]1[S:21][C:18]([S:19][CH3:20])=[N:17][C:15]=1[NH2:16])=[O:11])([CH3:4])([CH3:3])[CH3:2]. The catalyst class is: 21. (5) Reactant: [NH2:1][CH2:2][C:3]1[CH:12]=[CH:11][C:6]([C:7]([O:9][CH3:10])=[O:8])=[C:5]([F:13])[CH:4]=1.[C:14](N1C=CN=C1)([N:16]1[CH:20]=[CH:19][N:18]=[CH:17]1)=[O:15]. Product: [CH3:10][O:9][C:7](=[O:8])[C:6]1[CH:11]=[CH:12][C:3]([CH2:2][NH:1][C:14]([N:16]2[CH:20]=[CH:19][N:18]=[CH:17]2)=[O:15])=[CH:4][C:5]=1[F:13]. The catalyst class is: 9. (6) Reactant: [N:1]1[CH:6]=[CH:5][N:4]=[C:3]([C:7]([OH:9])=O)[C:2]=1[C:10]([OH:12])=[O:11].[CH2:13]([NH2:25])[CH2:14][CH2:15][CH2:16][CH2:17][CH2:18][CH2:19][CH2:20][CH2:21][CH2:22][CH2:23][CH3:24].F[P-](F)(F)(F)(F)F.N1(O[P+](N2CCCC2)(N2CCCC2)N2CCCC2)C2C=CC=CC=2N=N1.O. Product: [CH2:13]([NH:25][C:7]([C:3]1[C:2]([C:10]([OH:12])=[O:11])=[N:1][CH:6]=[CH:5][N:4]=1)=[O:9])[CH2:14][CH2:15][CH2:16][CH2:17][CH2:18][CH2:19][CH2:20][CH2:21][CH2:22][CH2:23][CH3:24]. The catalyst class is: 468. (7) Reactant: [Cl:1][C:2]1[CH:3]=[C:4]([NH:16][C:17]2[C:26]3[C:21](=[CH:22][CH:23]=[C:24]([O:27][CH:28]4[CH2:31][N:30](C(OC(C)(C)C)=O)[CH2:29]4)[CH:25]=3)[N:20]=[CH:19][N:18]=2)[CH:5]=[CH:6][C:7]=1[O:8][CH2:9][C:10]1[CH:15]=[CH:14][CH:13]=[CH:12][N:11]=1.FC(F)(F)C(O)=O. Product: [NH:30]1[CH2:29][CH:28]([O:27][C:24]2[CH:25]=[C:26]3[C:21](=[CH:22][CH:23]=2)[N:20]=[CH:19][N:18]=[C:17]3[NH:16][C:4]2[CH:5]=[CH:6][C:7]([O:8][CH2:9][C:10]3[CH:15]=[CH:14][CH:13]=[CH:12][N:11]=3)=[C:2]([Cl:1])[CH:3]=2)[CH2:31]1. The catalyst class is: 2. (8) Reactant: [C:1]([O:5][C:6]([NH:8][C@@H:9]1[C:23](=[O:24])[N:22]2[CH2:25][C@H:26]([O:28][C:29]([N:31]3[CH2:39][C:38]4[C:33](=[CH:34][CH:35]=[CH:36][C:37]=4[F:40])[CH2:32]3)=[O:30])[CH2:27][C@H:21]2[C:20](=[O:41])[NH:19][C@:18]2([C:43]([O:45]CC)=[O:44])[CH2:42][C@H:17]2[CH:16]=[CH:15][CH2:14][CH2:13][CH2:12][O:11][CH2:10]1)=[O:7])([CH3:4])([CH3:3])[CH3:2].[OH-].[Na+].CCOCC. Product: [C:1]([O:5][C:6]([NH:8][C@@H:9]1[C:23](=[O:24])[N:22]2[CH2:25][C@H:26]([O:28][C:29]([N:31]3[CH2:39][C:38]4[C:33](=[CH:34][CH:35]=[CH:36][C:37]=4[F:40])[CH2:32]3)=[O:30])[CH2:27][C@H:21]2[C:20](=[O:41])[NH:19][C@:18]2([C:43]([OH:45])=[O:44])[CH2:42][C@H:17]2[CH:16]=[CH:15][CH2:14][CH2:13][CH2:12][O:11][CH2:10]1)=[O:7])([CH3:4])([CH3:2])[CH3:3]. The catalyst class is: 20. (9) Reactant: [C:1]([OH:14])(=O)[CH2:2][CH2:3][CH2:4][CH2:5][CH2:6][CH2:7][CH2:8][CH2:9][CH2:10][CH2:11][CH3:12].Br[CH2:16][CH2:17][CH2:18][CH2:19][CH2:20][CH2:21][CH2:22][CH2:23][CH2:24][CH2:25][CH2:26][CH2:27]O.[NH:29]1[CH:33]=[CH:32][N:31]=[CH:30]1.O. Product: [NH:29]1[CH:33]=[CH:32][N:31]=[C:30]1[CH2:12][CH2:11][CH2:10][CH2:9][CH2:8][CH2:7][CH2:6][CH2:5][CH2:4][CH2:3][CH2:2][CH2:1][OH:14].[NH:29]1[CH:33]=[CH:32][N:31]=[C:30]1[CH2:27][CH2:26][CH2:25][CH2:24][CH2:23][CH2:22][CH2:21][CH2:20][CH2:19][CH2:18][CH2:17][CH3:16]. The catalyst class is: 4. (10) Reactant: [CH3:1][O:2][C:3](=[O:15])[C:4]1[CH:9]=[CH:8][CH:7]=[C:6]([S:10][CH2:11][C:12](=O)[CH3:13])[CH:5]=1.Cl.[Br:17][C:18]1[CH:19]=[C:20]([NH:24]N)[CH:21]=[CH:22][CH:23]=1. Product: [CH3:1][O:2][C:3](=[O:15])[C:4]1[CH:9]=[CH:8][CH:7]=[C:6]([S:10][C:11]2[C:21]3[C:20](=[CH:19][C:18]([Br:17])=[CH:23][CH:22]=3)[NH:24][C:12]=2[CH3:13])[CH:5]=1. The catalyst class is: 218.